This data is from Forward reaction prediction with 1.9M reactions from USPTO patents (1976-2016). The task is: Predict the product of the given reaction. Given the reactants [CH3:1][N:2]([CH3:10])[CH2:3][CH2:4][CH2:5][CH2:6][CH2:7][CH2:8][OH:9].[H-].[Na+].O.[CH3:14][O:15][C:16]1[CH:23]=[CH:22][CH:21]=[CH:20][C:17]=1[CH2:18]Cl, predict the reaction product. The product is: [CH3:14][O:15][C:16]1[CH:23]=[CH:22][CH:21]=[CH:20][C:17]=1[CH2:18][CH:8]([OH:9])[CH2:7][CH2:6][CH2:5][CH2:4][CH2:3][N:2]([CH3:10])[CH3:1].